From a dataset of Full USPTO retrosynthesis dataset with 1.9M reactions from patents (1976-2016). Predict the reactants needed to synthesize the given product. The reactants are: [CH2:1]([O:8][C:9]([N:11]1[CH2:16][CH2:15][N:14]([C:17]2[CH:22]=[CH:21][CH:20]=[C:19]([C:23]3[CH:24]=[N:25][N:26]4[C:31]([NH2:32])=[C:30]([C:33]5[CH:38]=[CH:37][C:36]([N+:39]([O-])=O)=[CH:35][CH:34]=5)[CH:29]=[N:28][C:27]=34)[CH:18]=2)[CH2:13][CH2:12]1)=[O:10])[C:2]1[CH:7]=[CH:6][CH:5]=[CH:4][CH:3]=1.O.[Sn](Cl)Cl. Given the product [CH2:1]([O:8][C:9]([N:11]1[CH2:16][CH2:15][N:14]([C:17]2[CH:22]=[CH:21][CH:20]=[C:19]([C:23]3[CH:24]=[N:25][N:26]4[C:31]([NH2:32])=[C:30]([C:33]5[CH:38]=[CH:37][C:36]([NH2:39])=[CH:35][CH:34]=5)[CH:29]=[N:28][C:27]=34)[CH:18]=2)[CH2:13][CH2:12]1)=[O:10])[C:2]1[CH:7]=[CH:6][CH:5]=[CH:4][CH:3]=1, predict the reactants needed to synthesize it.